From a dataset of NCI-60 drug combinations with 297,098 pairs across 59 cell lines. Regression. Given two drug SMILES strings and cell line genomic features, predict the synergy score measuring deviation from expected non-interaction effect. (1) Drug 1: C1=NC(=NC(=O)N1C2C(C(C(O2)CO)O)O)N. Drug 2: C1C(C(OC1N2C=NC3=C2NC=NCC3O)CO)O. Cell line: HCT-15. Synergy scores: CSS=32.1, Synergy_ZIP=-7.84, Synergy_Bliss=-8.10, Synergy_Loewe=-6.67, Synergy_HSA=-3.06. (2) Drug 1: CC1CCCC2(C(O2)CC(NC(=O)CC(C(C(=O)C(C1O)C)(C)C)O)C(=CC3=CSC(=N3)C)C)C. Drug 2: B(C(CC(C)C)NC(=O)C(CC1=CC=CC=C1)NC(=O)C2=NC=CN=C2)(O)O. Cell line: SR. Synergy scores: CSS=81.3, Synergy_ZIP=2.02, Synergy_Bliss=2.19, Synergy_Loewe=-0.567, Synergy_HSA=2.21. (3) Drug 1: C1=C(C(=O)NC(=O)N1)N(CCCl)CCCl. Drug 2: C1CC(C1)(C(=O)O)C(=O)O.[NH2-].[NH2-].[Pt+2]. Cell line: BT-549. Synergy scores: CSS=22.8, Synergy_ZIP=-9.30, Synergy_Bliss=-6.20, Synergy_Loewe=-10.6, Synergy_HSA=-3.87. (4) Cell line: NCI-H226. Drug 2: C1=CN(C(=O)N=C1N)C2C(C(C(O2)CO)O)O.Cl. Drug 1: C1C(C(OC1N2C=C(C(=O)NC2=O)F)CO)O. Synergy scores: CSS=9.74, Synergy_ZIP=-3.01, Synergy_Bliss=2.21, Synergy_Loewe=5.49, Synergy_HSA=3.34.